Dataset: Full USPTO retrosynthesis dataset with 1.9M reactions from patents (1976-2016). Task: Predict the reactants needed to synthesize the given product. (1) Given the product [CH3:14][C:15]([C:19]1[N:23]([CH2:24][CH:25]2[CH2:30][CH2:29][O:28][CH2:27][CH2:26]2)[C:22]2[CH:31]=[CH:32][C:33]([S:35]([N:38]3[CH:42]=[C:41]([C:43]([NH:4][CH2:2][CH3:3])=[O:45])[CH:40]=[N:39]3)(=[O:37])=[O:36])=[CH:34][C:21]=2[N:20]=1)([CH3:18])[CH2:16][CH3:17], predict the reactants needed to synthesize it. The reactants are: Cl.[CH2:2]([NH2:4])[CH3:3].CCN(C(C)C)C(C)C.[CH3:14][C:15]([C:19]1[N:23]([CH2:24][CH:25]2[CH2:30][CH2:29][O:28][CH2:27][CH2:26]2)[C:22]2[CH:31]=[CH:32][C:33]([S:35]([N:38]3[CH:42]=[C:41]([C:43]([OH:45])=O)[CH:40]=[N:39]3)(=[O:37])=[O:36])=[CH:34][C:21]=2[N:20]=1)([CH3:18])[CH2:16][CH3:17].CN(C(ON1N=NC2C=CC=NC1=2)=[N+](C)C)C.F[P-](F)(F)(F)(F)F. (2) Given the product [CH2:1]([CH:3]1[N:12]2[C:7](=[CH:8][C:9](=[O:18])[C:10]([C:13]([OH:15])=[O:14])=[CH:11]2)[C:6]2[CH:19]=[C:20]([O:32][CH3:33])[C:21]([O:23][CH2:24][CH2:25][N:26]3[CH2:30][CH2:29][CH2:28][C:27]3=[O:31])=[CH:22][C:5]=2[CH2:4]1)[CH3:2], predict the reactants needed to synthesize it. The reactants are: [CH2:1]([CH:3]1[N:12]2[C:7](=[CH:8][C:9](=[O:18])[C:10]([C:13]([O:15]CC)=[O:14])=[CH:11]2)[C:6]2[CH:19]=[C:20]([O:32][CH3:33])[C:21]([O:23][CH2:24][CH2:25][N:26]3[CH2:30][CH2:29][CH2:28][C:27]3=[O:31])=[CH:22][C:5]=2[CH2:4]1)[CH3:2].O[Li].O. (3) Given the product [Br:1][C:2]1[CH:3]=[C:4]2[C:8](=[CH:9][CH:10]=1)[NH:7][CH:6]=[C:5]2[CH:11]([NH:16][C:17]([C:19]1[C:27]2[C:22](=[CH:23][CH:24]=[C:25]([Br:28])[CH:26]=2)[NH:21][CH:20]=1)=[O:18])[C:12]([OH:14])=[O:13], predict the reactants needed to synthesize it. The reactants are: [Br:1][C:2]1[CH:3]=[C:4]2[C:8](=[CH:9][CH:10]=1)[NH:7][CH:6]=[C:5]2[CH:11]([NH:16][C:17]([C:19]1[C:27]2[C:22](=[CH:23][CH:24]=[C:25]([Br:28])[CH:26]=2)[NH:21][CH:20]=1)=[O:18])[C:12]([O:14]C)=[O:13].O.[OH-].[Li+]. (4) Given the product [CH3:14][C:15]1([CH3:22])[CH2:20][C:19]([C:7]2[CH:12]=[CH:11][C:10]([CH3:13])=[CH:9][CH:8]=2)([OH:21])[CH2:18][CH2:17][O:16]1, predict the reactants needed to synthesize it. The reactants are: [Li]CCCC.Br[C:7]1[CH:12]=[CH:11][C:10]([CH3:13])=[CH:9][CH:8]=1.[CH3:14][C:15]1([CH3:22])[CH2:20][C:19](=[O:21])[CH2:18][CH2:17][O:16]1.